This data is from Full USPTO retrosynthesis dataset with 1.9M reactions from patents (1976-2016). The task is: Predict the reactants needed to synthesize the given product. (1) The reactants are: [OH-].[Na+].[CH3:3][C:4]1[O:8][C:7]([C:9]2[CH:14]=[CH:13][CH:12]=[CH:11][CH:10]=2)=[N:6][C:5]=1[CH2:15][O:16][C:17]1[CH:43]=[CH:42][C:20]([CH2:21][O:22]/[N:23]=[C:24](/[C:36]2[CH:41]=[CH:40][CH:39]=[CH:38][CH:37]=2)\[CH2:25][CH2:26][CH2:27][CH2:28][CH2:29][CH2:30][C:31]([O:33]CC)=[O:32])=[CH:19][CH:18]=1.CO.Cl. Given the product [CH3:3][C:4]1[O:8][C:7]([C:9]2[CH:10]=[CH:11][CH:12]=[CH:13][CH:14]=2)=[N:6][C:5]=1[CH2:15][O:16][C:17]1[CH:18]=[CH:19][C:20]([CH2:21][O:22]/[N:23]=[C:24](/[C:36]2[CH:41]=[CH:40][CH:39]=[CH:38][CH:37]=2)\[CH2:25][CH2:26][CH2:27][CH2:28][CH2:29][CH2:30][C:31]([OH:33])=[O:32])=[CH:42][CH:43]=1, predict the reactants needed to synthesize it. (2) Given the product [NH:35]1[C:43]2[C:38](=[CH:39][CH:40]=[CH:41][CH:42]=2)[C:37](/[CH:44]=[C:3]2\[O:4][C:5]3[C:10]([CH2:11][N:12]4[CH2:17][CH2:16][N:15]([C:18]([O:20][C:21]([CH3:24])([CH3:23])[CH3:22])=[O:19])[CH2:14][CH2:13]4)=[C:9]([O:25][CH2:26][CH2:27][O:28][C:29]4[CH:30]=[CH:31][CH:32]=[CH:33][CH:34]=4)[CH:8]=[CH:7][C:6]=3[C:2]\2=[O:1])=[N:36]1, predict the reactants needed to synthesize it. The reactants are: [O:1]=[C:2]1[C:6]2[CH:7]=[CH:8][C:9]([O:25][CH2:26][CH2:27][O:28][C:29]3[CH:34]=[CH:33][CH:32]=[CH:31][CH:30]=3)=[C:10]([CH2:11][N:12]3[CH2:17][CH2:16][N:15]([C:18]([O:20][C:21]([CH3:24])([CH3:23])[CH3:22])=[O:19])[CH2:14][CH2:13]3)[C:5]=2[O:4][CH2:3]1.[NH:35]1[C:43]2[C:38](=[CH:39][CH:40]=[CH:41][CH:42]=2)[C:37]([CH:44]=O)=[N:36]1.N1CCCCC1. (3) Given the product [C:1]([O:5][C:6]([NH:8][C@@H:9]([C:13]([CH3:16])([CH3:15])[CH3:14])[C:10]([N:31]1[C@H:30]([C:28](=[O:29])[NH:27][C@H:17]2[C:26]3[C:21](=[CH:22][CH:23]=[CH:24][CH:25]=3)[CH2:20][CH2:19][CH2:18]2)[CH2:39][C:38]2[C:33](=[CH:34][C:35]([C:40]([O:42][CH3:43])=[O:41])=[CH:36][CH:37]=2)[CH2:32]1)=[O:12])=[O:7])([CH3:2])([CH3:3])[CH3:4], predict the reactants needed to synthesize it. The reactants are: [C:1]([O:5][C:6]([NH:8][C@@H:9]([C:13]([CH3:16])([CH3:15])[CH3:14])[C:10]([OH:12])=O)=[O:7])([CH3:4])([CH3:3])[CH3:2].[C@H:17]1([NH:27][C:28]([C@@H:30]2[CH2:39][C:38]3[C:33](=[CH:34][C:35]([C:40]([O:42][CH3:43])=[O:41])=[CH:36][CH:37]=3)[CH2:32][NH:31]2)=[O:29])[C:26]2[C:21](=[CH:22][CH:23]=[CH:24][CH:25]=2)[CH2:20][CH2:19][CH2:18]1.C(Cl)CCl.N1C2C(=NC=CC=2)N(O)N=1.CN1CCOCC1. (4) Given the product [Br:1][C:2]1[CH:3]=[C:4]([CH:9]=[CH:10][C:11]=1[CH2:12][N:13]([CH:26]1[CH2:27][CH2:28][CH:29]([C:32]([CH3:35])([CH3:34])[CH3:33])[CH2:30][CH2:31]1)[C:14]1[N:18]([CH3:19])[C:17]2[CH:20]=[CH:21][C:22]([O:24][CH3:25])=[CH:23][C:16]=2[N:15]=1)[C:5]([OH:7])=[O:6], predict the reactants needed to synthesize it. The reactants are: [Br:1][C:2]1[CH:3]=[C:4]([CH:9]=[CH:10][C:11]=1[CH2:12][N:13]([CH:26]1[CH2:31][CH2:30][CH:29]([C:32]([CH3:35])([CH3:34])[CH3:33])[CH2:28][CH2:27]1)[C:14]1[N:18]([CH3:19])[C:17]2[CH:20]=[CH:21][C:22]([O:24][CH3:25])=[CH:23][C:16]=2[N:15]=1)[C:5]([O:7]C)=[O:6].[Li+].[OH-].CCOC(C)=O.Cl. (5) Given the product [CH:16]([C:10]1[N:9]=[C:8]([C:6]2[CH:7]=[C:2]([NH:1][C:26]([NH:25][CH2:23][CH3:24])=[S:27])[CH:3]=[CH:4][C:5]=2[O:19][CH2:20][CH2:21][CH3:22])[NH:13][C:12](=[O:14])[C:11]=1[Br:15])([CH3:18])[CH3:17], predict the reactants needed to synthesize it. The reactants are: [NH2:1][C:2]1[CH:3]=[CH:4][C:5]([O:19][CH2:20][CH2:21][CH3:22])=[C:6]([C:8]2[NH:13][C:12](=[O:14])[C:11]([Br:15])=[C:10]([CH:16]([CH3:18])[CH3:17])[N:9]=2)[CH:7]=1.[CH2:23]([N:25]=[C:26]=[S:27])[CH3:24].C(N(CC)CC)C. (6) The reactants are: [NH2:1][C:2]1[CH:7]=[CH:6][C:5]([F:8])=[CH:4][C:3]=1[NH:9][C:10](=O)[C:11]1[CH:16]=[C:15]([C:17]([F:20])([F:19])[F:18])[CH:14]=[N:13][C:12]=1[Cl:21]. Given the product [Cl:21][C:12]1[C:11]([C:10]2[NH:1][C:2]3[CH:7]=[CH:6][C:5]([F:8])=[CH:4][C:3]=3[N:9]=2)=[CH:16][C:15]([C:17]([F:20])([F:19])[F:18])=[CH:14][N:13]=1, predict the reactants needed to synthesize it. (7) Given the product [CH2:1]([O:3][C:4]1[CH:9]=[CH:8][C:7]([C:10]2[O:14][N:13]=[C:12]([C:15]3[CH:20]=[CH:19][C:18]([OH:21])=[C:17]([I:25])[CH:16]=3)[N:11]=2)=[CH:6][CH:5]=1)[CH3:2], predict the reactants needed to synthesize it. The reactants are: [CH2:1]([O:3][C:4]1[CH:9]=[CH:8][C:7]([C:10]2[O:14][N:13]=[C:12]([C:15]3[CH:20]=[CH:19][C:18]([O:21]C(C)C)=[C:17]([I:25])[CH:16]=3)[N:11]=2)=[CH:6][CH:5]=1)[CH3:2].ClC1C=C(C2ON=C(C3C=CC(OC(C)C)=C(I)C=3)N=2)C=CC=1OCCC. (8) Given the product [Br:1][C:2]1[CH:10]=[CH:9][C:8]2[C:4](=[C:5]([CH3:12])[C:6](=[O:11])[N:7]=2)[CH:3]=1, predict the reactants needed to synthesize it. The reactants are: [Br:1][C:2]1[CH:3]=[C:4]2[C:8](=[CH:9][CH:10]=1)[NH:7][C:6](=[O:11])[CH:5]2[CH3:12].[N+](C1C=C(B(O)O)C=CC=1)([O-])=O.C(=O)([O-])[O-].[K+].[K+].[Cl-].[NH4+].